Dataset: Peptide-MHC class I binding affinity with 185,985 pairs from IEDB/IMGT. Task: Regression. Given a peptide amino acid sequence and an MHC pseudo amino acid sequence, predict their binding affinity value. This is MHC class I binding data. (1) The peptide sequence is LYPTFYCLF. The MHC is HLA-B83:01 with pseudo-sequence HLA-B83:01. The binding affinity (normalized) is 0.213. (2) The peptide sequence is MWYWGPSLYSI. The MHC is Patr-A0901 with pseudo-sequence Patr-A0901. The binding affinity (normalized) is 0.983. (3) The MHC is HLA-B54:01 with pseudo-sequence HLA-B54:01. The binding affinity (normalized) is 0.0694. The peptide sequence is KPLVNIVAL. (4) The peptide sequence is DVSLIIEYK. The MHC is HLA-A03:01 with pseudo-sequence HLA-A03:01. The binding affinity (normalized) is 0.105.